This data is from NCI-60 drug combinations with 297,098 pairs across 59 cell lines. The task is: Regression. Given two drug SMILES strings and cell line genomic features, predict the synergy score measuring deviation from expected non-interaction effect. (1) Drug 1: C1CN1P(=S)(N2CC2)N3CC3. Drug 2: CC12CCC3C(C1CCC2OP(=O)(O)O)CCC4=C3C=CC(=C4)OC(=O)N(CCCl)CCCl.[Na+]. Cell line: IGROV1. Synergy scores: CSS=23.1, Synergy_ZIP=-7.11, Synergy_Bliss=-3.46, Synergy_Loewe=-4.41, Synergy_HSA=-2.37. (2) Drug 1: C1C(C(OC1N2C=NC(=NC2=O)N)CO)O. Drug 2: CC1CCCC2(C(O2)CC(NC(=O)CC(C(C(=O)C(C1O)C)(C)C)O)C(=CC3=CSC(=N3)C)C)C. Cell line: HCT-15. Synergy scores: CSS=38.8, Synergy_ZIP=-1.49, Synergy_Bliss=-0.787, Synergy_Loewe=-18.4, Synergy_HSA=0.627. (3) Drug 1: CC1CCC2CC(C(=CC=CC=CC(CC(C(=O)C(C(C(=CC(C(=O)CC(OC(=O)C3CCCCN3C(=O)C(=O)C1(O2)O)C(C)CC4CCC(C(C4)OC)OCCO)C)C)O)OC)C)C)C)OC. Drug 2: C1CN(CCN1C(=O)CCBr)C(=O)CCBr. Cell line: PC-3. Synergy scores: CSS=31.9, Synergy_ZIP=-4.30, Synergy_Bliss=-0.484, Synergy_Loewe=-25.9, Synergy_HSA=2.82. (4) Drug 1: CC1C(C(CC(O1)OC2CC(CC3=C2C(=C4C(=C3O)C(=O)C5=C(C4=O)C(=CC=C5)OC)O)(C(=O)C)O)N)O.Cl. Drug 2: CC1C(C(CC(O1)OC2CC(CC3=C2C(=C4C(=C3O)C(=O)C5=C(C4=O)C(=CC=C5)OC)O)(C(=O)CO)O)N)O.Cl. Cell line: SNB-75. Synergy scores: CSS=59.6, Synergy_ZIP=-0.631, Synergy_Bliss=1.50, Synergy_Loewe=5.30, Synergy_HSA=5.83. (5) Drug 1: COC1=C(C=C2C(=C1)N=CN=C2NC3=CC(=C(C=C3)F)Cl)OCCCN4CCOCC4. Drug 2: CC1=C2C(C(=O)C3(C(CC4C(C3C(C(C2(C)C)(CC1OC(=O)C(C(C5=CC=CC=C5)NC(=O)OC(C)(C)C)O)O)OC(=O)C6=CC=CC=C6)(CO4)OC(=O)C)O)C)O. Cell line: HT29. Synergy scores: CSS=65.2, Synergy_ZIP=13.7, Synergy_Bliss=13.0, Synergy_Loewe=-8.06, Synergy_HSA=14.1. (6) Drug 2: CCC1(CC2CC(C3=C(CCN(C2)C1)C4=CC=CC=C4N3)(C5=C(C=C6C(=C5)C78CCN9C7C(C=CC9)(C(C(C8N6C)(C(=O)OC)O)OC(=O)C)CC)OC)C(=O)OC)O.OS(=O)(=O)O. Drug 1: CCN(CC)CCNC(=O)C1=C(NC(=C1C)C=C2C3=C(C=CC(=C3)F)NC2=O)C. Synergy scores: CSS=0.620, Synergy_ZIP=6.75, Synergy_Bliss=11.0, Synergy_Loewe=6.55, Synergy_HSA=3.84. Cell line: NCI/ADR-RES. (7) Drug 1: CCCCCOC(=O)NC1=NC(=O)N(C=C1F)C2C(C(C(O2)C)O)O. Drug 2: CC1CCCC2(C(O2)CC(NC(=O)CC(C(C(=O)C(C1O)C)(C)C)O)C(=CC3=CSC(=N3)C)C)C. Cell line: MCF7. Synergy scores: CSS=28.8, Synergy_ZIP=1.55, Synergy_Bliss=1.51, Synergy_Loewe=-18.3, Synergy_HSA=1.07. (8) Drug 1: CC12CCC(CC1=CCC3C2CCC4(C3CC=C4C5=CN=CC=C5)C)O. Drug 2: CCCCCOC(=O)NC1=NC(=O)N(C=C1F)C2C(C(C(O2)C)O)O. Cell line: SNB-19. Synergy scores: CSS=-0.490, Synergy_ZIP=4.39, Synergy_Bliss=-1.39, Synergy_Loewe=-1.92, Synergy_HSA=-0.881. (9) Drug 1: CC1C(C(=O)NC(C(=O)N2CCCC2C(=O)N(CC(=O)N(C(C(=O)O1)C(C)C)C)C)C(C)C)NC(=O)C3=C4C(=C(C=C3)C)OC5=C(C(=O)C(=C(C5=N4)C(=O)NC6C(OC(=O)C(N(C(=O)CN(C(=O)C7CCCN7C(=O)C(NC6=O)C(C)C)C)C)C(C)C)C)N)C. Drug 2: N.N.Cl[Pt+2]Cl. Cell line: NCI/ADR-RES. Synergy scores: CSS=40.8, Synergy_ZIP=-13.2, Synergy_Bliss=-9.30, Synergy_Loewe=-3.67, Synergy_HSA=-3.67. (10) Drug 1: CC1=C(C=C(C=C1)C(=O)NC2=CC(=CC(=C2)C(F)(F)F)N3C=C(N=C3)C)NC4=NC=CC(=N4)C5=CN=CC=C5. Drug 2: C1=CN(C=N1)CC(O)(P(=O)(O)O)P(=O)(O)O. Cell line: SF-295. Synergy scores: CSS=1.74, Synergy_ZIP=-0.128, Synergy_Bliss=-1.31, Synergy_Loewe=-1.37, Synergy_HSA=-1.29.